This data is from NCI-60 drug combinations with 297,098 pairs across 59 cell lines. The task is: Regression. Given two drug SMILES strings and cell line genomic features, predict the synergy score measuring deviation from expected non-interaction effect. (1) Drug 1: CC1=CC2C(CCC3(C2CCC3(C(=O)C)OC(=O)C)C)C4(C1=CC(=O)CC4)C. Drug 2: CCCS(=O)(=O)NC1=C(C(=C(C=C1)F)C(=O)C2=CNC3=C2C=C(C=N3)C4=CC=C(C=C4)Cl)F. Cell line: SK-MEL-5. Synergy scores: CSS=30.3, Synergy_ZIP=8.77, Synergy_Bliss=9.44, Synergy_Loewe=-25.7, Synergy_HSA=1.86. (2) Drug 1: CN(C)N=NC1=C(NC=N1)C(=O)N. Drug 2: CC1=C(N=C(N=C1N)C(CC(=O)N)NCC(C(=O)N)N)C(=O)NC(C(C2=CN=CN2)OC3C(C(C(C(O3)CO)O)O)OC4C(C(C(C(O4)CO)O)OC(=O)N)O)C(=O)NC(C)C(C(C)C(=O)NC(C(C)O)C(=O)NCCC5=NC(=CS5)C6=NC(=CS6)C(=O)NCCC[S+](C)C)O. Cell line: A498. Synergy scores: CSS=3.19, Synergy_ZIP=-0.859, Synergy_Bliss=-1.12, Synergy_Loewe=-5.50, Synergy_HSA=-2.53. (3) Synergy scores: CSS=17.6, Synergy_ZIP=-0.953, Synergy_Bliss=-2.69, Synergy_Loewe=-3.81, Synergy_HSA=-1.84. Drug 2: CC1CCCC2(C(O2)CC(NC(=O)CC(C(C(=O)C(C1O)C)(C)C)O)C(=CC3=CSC(=N3)C)C)C. Drug 1: CN1C2=C(C=C(C=C2)N(CCCl)CCCl)N=C1CCCC(=O)O.Cl. Cell line: MCF7. (4) Drug 1: C1=NC(=NC(=O)N1C2C(C(C(O2)CO)O)O)N. Drug 2: CC12CCC3C(C1CCC2OP(=O)(O)O)CCC4=C3C=CC(=C4)OC(=O)N(CCCl)CCCl.[Na+]. Cell line: HL-60(TB). Synergy scores: CSS=24.0, Synergy_ZIP=5.41, Synergy_Bliss=0.0418, Synergy_Loewe=-50.4, Synergy_HSA=-18.2. (5) Drug 2: CC1CCC2CC(C(=CC=CC=CC(CC(C(=O)C(C(C(=CC(C(=O)CC(OC(=O)C3CCCCN3C(=O)C(=O)C1(O2)O)C(C)CC4CCC(C(C4)OC)O)C)C)O)OC)C)C)C)OC. Synergy scores: CSS=19.6, Synergy_ZIP=-5.40, Synergy_Bliss=0.851, Synergy_Loewe=-9.72, Synergy_HSA=-0.0357. Drug 1: C1CN1P(=S)(N2CC2)N3CC3. Cell line: OVCAR-5. (6) Drug 1: CC12CCC3C(C1CCC2=O)CC(=C)C4=CC(=O)C=CC34C. Drug 2: C(CCl)NC(=O)N(CCCl)N=O. Cell line: T-47D. Synergy scores: CSS=17.0, Synergy_ZIP=-4.47, Synergy_Bliss=1.43, Synergy_Loewe=-1.40, Synergy_HSA=-0.973. (7) Drug 1: C1=NC2=C(N1)C(=S)N=CN2. Drug 2: CC1C(C(CC(O1)OC2CC(CC3=C2C(=C4C(=C3O)C(=O)C5=C(C4=O)C(=CC=C5)OC)O)(C(=O)CO)O)N)O.Cl. Cell line: SNB-19. Synergy scores: CSS=41.5, Synergy_ZIP=0.710, Synergy_Bliss=0.584, Synergy_Loewe=-2.21, Synergy_HSA=3.34. (8) Drug 1: CC1OCC2C(O1)C(C(C(O2)OC3C4COC(=O)C4C(C5=CC6=C(C=C35)OCO6)C7=CC(=C(C(=C7)OC)O)OC)O)O. Drug 2: CC(C)NC(=O)C1=CC=C(C=C1)CNNC.Cl. Cell line: PC-3. Synergy scores: CSS=13.3, Synergy_ZIP=-4.47, Synergy_Bliss=0.637, Synergy_Loewe=-22.2, Synergy_HSA=-2.28. (9) Drug 1: CCC(=C(C1=CC=CC=C1)C2=CC=C(C=C2)OCCN(C)C)C3=CC=CC=C3.C(C(=O)O)C(CC(=O)O)(C(=O)O)O. Drug 2: C(CCl)NC(=O)N(CCCl)N=O. Cell line: NCI-H460. Synergy scores: CSS=7.58, Synergy_ZIP=-1.59, Synergy_Bliss=-0.482, Synergy_Loewe=0.293, Synergy_HSA=0.483.